From a dataset of Reaction yield outcomes from USPTO patents with 853,638 reactions. Predict the reaction yield, written as a fraction of the theoretical maximum amount of product (1.0 means a 100% yield; for example, 0.34 means a 34% yield). (1) The catalyst is C(#N)C. The reactants are [Cl:1][C:2]1[C:7]([OH:8])=[CH:6][CH:5]=[CH:4][N:3]=1.Br[CH2:10][C:11]([O:13][CH3:14])=[O:12].C(=O)([O-])[O-].[Cs+].[Cs+].O. The product is [Cl:1][C:2]1[C:7]([O:8][CH2:10][C:11]([O:13][CH3:14])=[O:12])=[CH:6][CH:5]=[CH:4][N:3]=1. The yield is 0.920. (2) The catalyst is C1COCC1.C1C=CC([P]([Pd]([P](C2C=CC=CC=2)(C2C=CC=CC=2)C2C=CC=CC=2)([P](C2C=CC=CC=2)(C2C=CC=CC=2)C2C=CC=CC=2)[P](C2C=CC=CC=2)(C2C=CC=CC=2)C2C=CC=CC=2)(C2C=CC=CC=2)C2C=CC=CC=2)=CC=1.C(Cl)Cl. The reactants are C([N:4]1[C:12]2[C:11]3=[N:13][N:14]=[N:15][N:10]3[C:9](=[O:16])[N:8]([CH2:17][CH2:18][CH2:19][CH2:20][CH3:21])[C:7]=2[N:6]=[CH:5]1)C=C.N1CCOCC1.N#N.Cl. The yield is 0.350. The product is [CH2:17]([N:8]1[C:7]2[N:6]=[CH:5][NH:4][C:12]=2[C:11]2=[N:13][N:14]=[N:15][N:10]2[C:9]1=[O:16])[CH2:18][CH2:19][CH2:20][CH3:21].